Dataset: Forward reaction prediction with 1.9M reactions from USPTO patents (1976-2016). Task: Predict the product of the given reaction. Given the reactants [F:1][C:2]1[CH:3]=[C:4]([CH:6]=[C:7](C)[CH:8]=1)[NH2:5].Cl[CH2:11][CH2:12][NH:13][CH2:14][CH2:15]Cl.[C:17]1(C)C(C)=CC=CC=1, predict the reaction product. The product is: [F:1][C:2]1[CH:8]=[CH:7][C:6]([CH3:17])=[C:4]([N:5]2[CH2:15][CH2:14][NH:13][CH2:12][CH2:11]2)[CH:3]=1.